Dataset: Forward reaction prediction with 1.9M reactions from USPTO patents (1976-2016). Task: Predict the product of the given reaction. (1) Given the reactants [F:1][C:2]([F:41])([F:40])[C:3]1[CH:4]=[C:5]([CH:33]=[C:34]([C:36]([F:39])([F:38])[F:37])[CH:35]=1)[CH2:6][N:7]([C:31]#[N:32])[C@H:8]1[CH2:14][CH2:13][CH2:12][N:11]([C:15]([O:17][C:18]([CH3:21])([CH3:20])[CH3:19])=[O:16])[C:10]2[CH:22]=[C:23]([C:27]([F:30])([F:29])[F:28])[C:24]([CH3:26])=[CH:25][C:9]1=2.Cl.C(N(CC)CC)C.[N-:50]=[N+:51]=[N-:52].[Na+], predict the reaction product. The product is: [F:37][C:36]([F:39])([F:38])[C:34]1[CH:33]=[C:5]([CH:4]=[C:3]([C:2]([F:1])([F:40])[F:41])[CH:35]=1)[CH2:6][N:7]([C:31]1[N:50]=[N:51][NH:52][N:32]=1)[C@H:8]1[CH2:14][CH2:13][CH2:12][N:11]([C:15]([O:17][C:18]([CH3:20])([CH3:21])[CH3:19])=[O:16])[C:10]2[CH:22]=[C:23]([C:27]([F:28])([F:29])[F:30])[C:24]([CH3:26])=[CH:25][C:9]1=2. (2) Given the reactants [F:1][C:2]1[CH:10]=[C:9]2[C:5]([C:6](/[CH:11]=[CH:12]/[C:13]3[CH:22]=[CH:21][C:20]4[C:15](=[CH:16][CH:17]=[CH:18][CH:19]=4)[CH:14]=3)=[N:7][NH:8]2)=[CH:4]C=1C#N.S(=O)(=O)(O)O.[C:30]([OH:33])(=[O:32])[CH3:31], predict the reaction product. The product is: [F:1][C:2]1[CH:10]=[C:9]2[C:5]([C:6](/[CH:11]=[CH:12]/[C:13]3[CH:22]=[CH:21][C:20]4[C:15](=[CH:16][CH:17]=[CH:18][CH:19]=4)[CH:14]=3)=[N:7][NH:8]2)=[CH:4][C:31]=1[C:30]([OH:33])=[O:32]. (3) Given the reactants CO[C:3]([C:5]1[N:6]=[C:7]([C:23]#[N:24])[C:8]2[C:13]([C:14]=1[OH:15])=[CH:12][CH:11]=[C:10]([O:16][C:17]1[CH:22]=[CH:21][CH:20]=[CH:19][CH:18]=1)[CH:9]=2)=[O:4].[CH3:25][O:26][C:27]([C:29]1([CH2:35][NH2:36])[CH2:34][CH2:33][O:32][CH2:31][CH2:30]1)=[O:28], predict the reaction product. The product is: [CH3:25][O:26][C:27]([C:29]1([CH2:35][NH:36][C:3]([C:5]2[N:6]=[C:7]([C:23]#[N:24])[C:8]3[C:13]([C:14]=2[OH:15])=[CH:12][CH:11]=[C:10]([O:16][C:17]2[CH:18]=[CH:19][CH:20]=[CH:21][CH:22]=2)[CH:9]=3)=[O:4])[CH2:34][CH2:33][O:32][CH2:31][CH2:30]1)=[O:28]. (4) Given the reactants [F:1][C:2]1[CH:7]=[CH:6][C:5]([CH2:8][C:9]([OH:11])=[O:10])=[CH:4][CH:3]=1.[CH3:12][O:13][C:14]1[CH:15]=[C:16]([CH:19]=[C:20]([O:24][CH3:25])[C:21]=1[O:22][CH3:23])[CH:17]=O.CC(OC(C)=O)=O.CCN(C(C)C)C(C)C.Cl, predict the reaction product. The product is: [CH3:25][O:24][C:20]1[CH:19]=[C:16]([CH:17]=[C:8]([C:5]2[CH:4]=[CH:3][C:2]([F:1])=[CH:7][CH:6]=2)[C:9]([OH:11])=[O:10])[CH:15]=[C:14]([O:13][CH3:12])[C:21]=1[O:22][CH3:23].